This data is from Reaction yield outcomes from USPTO patents with 853,638 reactions. The task is: Predict the reaction yield, written as a fraction of the theoretical maximum amount of product (1.0 means a 100% yield; for example, 0.34 means a 34% yield). (1) The reactants are [Br:1][C:2]1[CH:3]=[C:4]2[C:9](=[CH:10][C:11]=1[O:12][CH3:13])[N:8]=[CH:7][NH:6][C:5]2=O.S(Cl)([Cl:17])=O. The catalyst is CN(C=O)C. The product is [Br:1][C:2]1[CH:3]=[C:4]2[C:9](=[CH:10][C:11]=1[O:12][CH3:13])[N:8]=[CH:7][N:6]=[C:5]2[Cl:17]. The yield is 0.620. (2) The reactants are [OH:1][C:2]1[CH:7]=[CH:6][CH:5]=[CH:4][C:3]=1[C:8]1[O:9][C:10]2[CH:18]=[CH:17][CH:16]=[CH:15][C:11]=2[C:12](=O)[N:13]=1.[NH:19]([C:21]1[CH:29]=[CH:28][C:24]([C:25]([OH:27])=[O:26])=[CH:23][CH:22]=1)[NH2:20]. The catalyst is CO. The product is [CH:16]1[CH:17]=[CH:18][C:10]([OH:9])=[C:11]([C:12]2[N:13]=[C:8]([C:3]3[CH:4]=[CH:5][CH:6]=[CH:7][C:2]=3[OH:1])[N:19]([C:21]3[CH:29]=[CH:28][C:24]([C:25]([OH:27])=[O:26])=[CH:23][CH:22]=3)[N:20]=2)[CH:15]=1. The yield is 0.790. (3) The reactants are [CH:1]([C@@H:3]1[CH2:8][CH2:7][C@H:6]([CH3:9])[CH2:5][N:4]1[C:10]([O:12][C:13]([CH3:16])([CH3:15])[CH3:14])=[O:11])=O.[CH2:17]([NH2:24])[C:18]1[CH:23]=[CH:22][CH:21]=[CH:20][CH:19]=1.C(O[BH-](OC(=O)C)OC(=O)C)(=O)C.[Na+]. The catalyst is C(Cl)Cl.O. The product is [CH3:9][C@@H:6]1[CH2:5][N:4]([C:10]([O:12][C:13]([CH3:16])([CH3:15])[CH3:14])=[O:11])[C@H:3]([CH2:1][NH:24][CH2:17][C:18]2[CH:23]=[CH:22][CH:21]=[CH:20][CH:19]=2)[CH2:8][CH2:7]1. The yield is 0.590. (4) The reactants are [O:1]1[C:5]2([CH2:10][CH2:9][CH:8](O)[CH2:7][CH2:6]2)[O:4][CH2:3][CH2:2]1.N1C=CN=C1.C1(P(C2C=CC=CC=2)C2C=CC=CC=2)C=CC=CC=1.[I:36]I.S([O-])(O)=O.[Na+]. The catalyst is O1CCCC1. The product is [I:36][CH:8]1[CH2:9][CH2:10][C:5]2([O:4][CH2:3][CH2:2][O:1]2)[CH2:6][CH2:7]1. The yield is 0.590. (5) The reactants are [C:1]1([C:7]([N:9]2[CH2:14][CH2:13][NH:12][CH2:11][CH2:10]2)=[O:8])[CH:6]=[CH:5][CH:4]=[CH:3][CH:2]=1.[C:15]([C:19]1[CH:24]=[CH:23][C:22]([N:25]=[C:26]=[S:27])=[CH:21][CH:20]=1)([CH3:18])([CH3:17])[CH3:16]. The catalyst is C(Cl)Cl. The product is [C:15]([C:19]1[CH:24]=[CH:23][C:22]([NH:25][C:26]([N:12]2[CH2:11][CH2:10][N:9]([C:7](=[O:8])[C:1]3[CH:2]=[CH:3][CH:4]=[CH:5][CH:6]=3)[CH2:14][CH2:13]2)=[S:27])=[CH:21][CH:20]=1)([CH3:18])([CH3:16])[CH3:17]. The yield is 0.820. (6) The reactants are C([O:3][C:4]([C:6]1[CH:7]=[N:8][C:9]2[C:14]([C:15]=1[OH:16])=[CH:13][CH:12]=[CH:11][CH:10]=2)=[O:5])C. The catalyst is [OH-].[Na+]. The product is [O:16]=[C:15]1[C:14]2[C:9](=[CH:10][CH:11]=[CH:12][CH:13]=2)[NH:8][CH:7]=[C:6]1[C:4]([OH:5])=[O:3]. The yield is 0.920.